This data is from NCI-60 drug combinations with 297,098 pairs across 59 cell lines. The task is: Regression. Given two drug SMILES strings and cell line genomic features, predict the synergy score measuring deviation from expected non-interaction effect. (1) Drug 1: C1=NC(=NC(=O)N1C2C(C(C(O2)CO)O)O)N. Drug 2: CC(C)NC(=O)C1=CC=C(C=C1)CNNC.Cl. Cell line: UACC62. Synergy scores: CSS=48.4, Synergy_ZIP=-0.172, Synergy_Bliss=0.777, Synergy_Loewe=-31.4, Synergy_HSA=0.863. (2) Drug 1: COC1=NC(=NC2=C1N=CN2C3C(C(C(O3)CO)O)O)N. Drug 2: C1C(C(OC1N2C=NC(=NC2=O)N)CO)O. Cell line: SNB-75. Synergy scores: CSS=2.65, Synergy_ZIP=-3.37, Synergy_Bliss=-2.29, Synergy_Loewe=-2.60, Synergy_HSA=-2.52. (3) Drug 1: CN(C)N=NC1=C(NC=N1)C(=O)N. Drug 2: C1=NC2=C(N=C(N=C2N1C3C(C(C(O3)CO)O)F)Cl)N. Cell line: UACC62. Synergy scores: CSS=4.24, Synergy_ZIP=-3.49, Synergy_Bliss=-3.85, Synergy_Loewe=-3.80, Synergy_HSA=-3.51. (4) Drug 1: C1=CC(=CC=C1CCCC(=O)O)N(CCCl)CCCl. Drug 2: CC1=C(C(CCC1)(C)C)C=CC(=CC=CC(=CC(=O)O)C)C. Cell line: 786-0. Synergy scores: CSS=23.8, Synergy_ZIP=-9.79, Synergy_Bliss=-12.7, Synergy_Loewe=-11.2, Synergy_HSA=-13.2. (5) Drug 1: C1CN1C2=NC(=NC(=N2)N3CC3)N4CC4. Drug 2: CC1=CC2C(CCC3(C2CCC3(C(=O)C)OC(=O)C)C)C4(C1=CC(=O)CC4)C. Cell line: T-47D. Synergy scores: CSS=36.0, Synergy_ZIP=-12.2, Synergy_Bliss=-8.41, Synergy_Loewe=-7.02, Synergy_HSA=0.127. (6) Drug 1: C1=CC(=CC=C1C#N)C(C2=CC=C(C=C2)C#N)N3C=NC=N3. Drug 2: C1=NC2=C(N1)C(=S)N=CN2. Cell line: A498. Synergy scores: CSS=8.41, Synergy_ZIP=-6.01, Synergy_Bliss=-1.34, Synergy_Loewe=-5.71, Synergy_HSA=-0.192.